This data is from Reaction yield outcomes from USPTO patents with 853,638 reactions. The task is: Predict the reaction yield, written as a fraction of the theoretical maximum amount of product (1.0 means a 100% yield; for example, 0.34 means a 34% yield). (1) The reactants are [C:1]([Si:5]([CH3:37])([CH3:36])[O:6][C:7]1([C:11]2[S:12][C:13]([C:16]3[CH:17]=[C:18]([NH:25][C:26]4[N:31]=[C:30]([C:32]([F:35])([F:34])[F:33])[CH:29]=[CH:28][N:27]=4)[CH:19]=[C:20]([N+:22]([O-])=O)[CH:21]=3)=[CH:14][N:15]=2)[CH2:10][CH2:9][CH2:8]1)([CH3:4])([CH3:3])[CH3:2]. The catalyst is C(OCC)(=O)C.[Pd]. The product is [Si:5]([O:6][C:7]1([C:11]2[S:12][C:13]([C:16]3[CH:21]=[C:20]([NH2:22])[CH:19]=[C:18]([NH:25][C:26]4[N:31]=[C:30]([C:32]([F:33])([F:34])[F:35])[CH:29]=[CH:28][N:27]=4)[CH:17]=3)=[CH:14][N:15]=2)[CH2:10][CH2:9][CH2:8]1)([C:1]([CH3:2])([CH3:3])[CH3:4])([CH3:36])[CH3:37]. The yield is 0.920. (2) The reactants are [NH:1]1[CH2:5][CH2:4][CH2:3][CH:2]1[CH2:6][C:7]([O:9][C:10]([CH3:13])([CH3:12])[CH3:11])=[O:8].Cl[C:15]1[C:24]([N+:25]([O-:27])=[O:26])=[CH:23][C:18]([C:19]([O:21][CH3:22])=[O:20])=[CH:17][N:16]=1.C([O-])([O-])=O.[K+].[K+].C(N(CC)CC)C. The catalyst is C1COCC1. The product is [C:10]([O:9][C:7](=[O:8])[CH2:6][CH:2]1[CH2:3][CH2:4][CH2:5][N:1]1[C:15]1[C:24]([N+:25]([O-:27])=[O:26])=[CH:23][C:18]([C:19]([O:21][CH3:22])=[O:20])=[CH:17][N:16]=1)([CH3:13])([CH3:12])[CH3:11]. The yield is 0.910. (3) The catalyst is C(Cl)Cl.CO. The reactants are [I:1][C:2]1[CH:10]=[CH:9][CH:8]=[C:7]([CH3:11])[C:3]=1[C:4]([OH:6])=[O:5].[CH3:12][Si](C=[N+]=[N-])(C)C. The yield is 0.760. The product is [I:1][C:2]1[CH:10]=[CH:9][CH:8]=[C:7]([CH3:11])[C:3]=1[C:4]([O:6][CH3:12])=[O:5]. (4) The reactants are [CH:1]([O:4][C:5]1[CH:10]=[CH:9][C:8]([C:11]([N:13]2[CH2:18][CH2:17][C:16]3([O:23][CH2:22][CH:21]([C:24]4[CH:29]=[CH:28][CH:27]=[CH:26][CH:25]=4)[NH:20][CH2:19]3)[CH2:15][CH2:14]2)=[O:12])=[CH:7][C:6]=1[O:30][CH3:31])([CH3:3])[CH3:2].C([O-])(O)=O.[Na+].FC(F)(F)S(O[CH2:43][CH:44]([F:46])[F:45])(=O)=O. The catalyst is C(O)C. The product is [F:45][CH:44]([F:46])[CH2:43][N:20]1[CH:21]([C:24]2[CH:29]=[CH:28][CH:27]=[CH:26][CH:25]=2)[CH2:22][O:23][C:16]2([CH2:15][CH2:14][N:13]([C:11]([C:8]3[CH:9]=[CH:10][C:5]([O:4][CH:1]([CH3:3])[CH3:2])=[C:6]([O:30][CH3:31])[CH:7]=3)=[O:12])[CH2:18][CH2:17]2)[CH2:19]1. The yield is 0.290. (5) The reactants are [C:1]([O:5][C:6]([N:8]1[CH2:12][CH2:11][C@H:10]([OH:13])[CH2:9]1)=[O:7])([CH3:4])([CH3:3])[CH3:2].[H-].[Na+].Br[CH2:17][C:18]1[C:25]([Cl:26])=[CH:24][CH:23]=[CH:22][C:19]=1[C:20]#[N:21]. The catalyst is CN(C=O)C. The product is [C:1]([O:5][C:6]([N:8]1[CH2:12][CH2:11][C@H:10]([O:13][CH2:17][C:18]2[C:19]([C:20]#[N:21])=[CH:22][CH:23]=[CH:24][C:25]=2[Cl:26])[CH2:9]1)=[O:7])([CH3:4])([CH3:2])[CH3:3]. The yield is 0.450. (6) The reactants are [H-].[Na+].N1C[CH:4]1[C:6](OC)=[O:7].Cl[C:11]1[N:16]=[C:15]([Cl:17])[N:14]=[C:13]2[NH:18][N:19]=[C:20]([S:21][CH3:22])[C:12]=12.O. The catalyst is C1COCC1.C(O)C. The product is [Cl:17][C:15]1[N:14]=[C:13]2[NH:18][N:19]=[C:20]([S:21][CH3:22])[C:12]2=[C:11]([O:7][CH2:6][CH3:4])[N:16]=1. The yield is 0.380. (7) The reactants are [N+:1]([C:4]1[C:5]([C:17]([F:20])([F:19])[F:18])=[CH:6][C:7]([C:11]#[C:12][Si](C)(C)C)=[C:8]([CH:10]=1)[NH2:9])([O-:3])=[O:2]. The catalyst is CN(C=O)C.[Cu]I. The product is [N+:1]([C:4]1[CH:10]=[C:8]2[C:7]([CH:11]=[CH:12][NH:9]2)=[CH:6][C:5]=1[C:17]([F:20])([F:19])[F:18])([O-:3])=[O:2]. The yield is 0.310.